From a dataset of Reaction yield outcomes from USPTO patents with 853,638 reactions. Predict the reaction yield, written as a fraction of the theoretical maximum amount of product (1.0 means a 100% yield; for example, 0.34 means a 34% yield). (1) The reactants are [NH2:1][C@@H:2]1[CH2:8][CH2:7][CH2:6][N:5]([C:9]2[N:13]([CH3:14])[N:12]=[CH:11][C:10]=2[NH:15][C:16]([C:18]2[N:19]=[C:20]([C:31]3[C:36]([F:37])=[CH:35][CH:34]=[CH:33][C:32]=3[F:38])[S:21][C:22]=2[NH:23][C:24](=[O:30])[O:25][C:26]([CH3:29])([CH3:28])[CH3:27])=[O:17])[CH2:4][CH2:3]1.FC(F)(F)S(O[CH2:45][C:46]([F:49])([F:48])[F:47])(=O)=O.C(N(CC)C(C)C)(C)C. The catalyst is C(Cl)Cl.CN(C=O)C. The product is [F:38][C:32]1[CH:33]=[CH:34][CH:35]=[C:36]([F:37])[C:31]=1[C:20]1[S:21][C:22]([NH:23][C:24](=[O:30])[O:25][C:26]([CH3:29])([CH3:28])[CH3:27])=[C:18]([C:16](=[O:17])[NH:15][C:10]2[CH:11]=[N:12][N:13]([CH3:14])[C:9]=2[N:5]2[CH2:6][CH2:7][CH2:8][C@@H:2]([NH:1][CH2:45][C:46]([F:49])([F:48])[F:47])[CH2:3][CH2:4]2)[N:19]=1. The yield is 0.750. (2) The reactants are [Cl:1][C:2]1[CH:3]=[C:4]([C:9]2([C:24]([F:27])([F:26])[F:25])[O:13][N:12]=[C:11]([C:14]3[CH:22]=[CH:21][C:17]([CH:18]=NO)=[C:16]([CH3:23])[CH:15]=3)[CH2:10]2)[CH:5]=[C:6]([Cl:8])[CH:7]=1.C([SiH](CC)CC)C.C(=O)([O-])[O-:36].[Na+].[Na+]. The catalyst is CN(C=O)C. The product is [Cl:1][C:2]1[CH:3]=[C:4]([C:9]2([C:24]([F:27])([F:26])[F:25])[O:13][N:12]=[C:11]([C:14]3[CH:22]=[CH:21][C:17]([CH:18]=[O:36])=[C:16]([CH3:23])[CH:15]=3)[CH2:10]2)[CH:5]=[C:6]([Cl:8])[CH:7]=1. The yield is 0.760. (3) The reactants are [CH2:1]([O:8][C:9]1[CH:16]=[CH:15][C:12]([CH:13]=[O:14])=[C:11]([OH:17])[CH:10]=1)[C:2]1[CH:7]=[CH:6][CH:5]=[CH:4][CH:3]=1.[BH4-].[Na+]. The catalyst is CO. The product is [CH2:1]([O:8][C:9]1[CH:10]=[C:11]([OH:17])[C:12](=[CH:15][CH:16]=1)[CH2:13][OH:14])[C:2]1[CH:3]=[CH:4][CH:5]=[CH:6][CH:7]=1. The yield is 0.760. (4) The reactants are [C:1]([CH:3]([CH:14]1[CH2:19][CH2:18][CH:17]([CH3:20])[CH2:16][CH2:15]1)[NH:4]S(C1C=CC(C)=CC=1)=O)#[N:2].[ClH:21].O1CCOCC1. The catalyst is CO. The product is [ClH:21].[NH2:4][CH:3]([CH:14]1[CH2:19][CH2:18][CH:17]([CH3:20])[CH2:16][CH2:15]1)[C:1]#[N:2]. The yield is 0.790.